Dataset: Reaction yield outcomes from USPTO patents with 853,638 reactions. Task: Predict the reaction yield, written as a fraction of the theoretical maximum amount of product (1.0 means a 100% yield; for example, 0.34 means a 34% yield). (1) The reactants are [N+:1]([C:4]1[CH:9]=[CH:8][C:7]([CH:10]2[CH2:15][CH2:14][NH:13][CH2:12][CH2:11]2)=[CH:6][CH:5]=1)([O-])=O.[C:16](=O)([O:22]C(C)(C)C)[O:17][C:18]([CH3:21])([CH3:20])[CH3:19].C([O-])(O)=O.[Na+]. The catalyst is C(Cl)Cl.CN(C)C1C=CN=CC=1. The product is [NH2:1][C:4]1[CH:9]=[CH:8][C:7]([CH:10]2[CH2:15][CH2:14][N:13]([C:16]([O:17][C:18]([CH3:21])([CH3:20])[CH3:19])=[O:22])[CH2:12][CH2:11]2)=[CH:6][CH:5]=1. The yield is 0.830. (2) The reactants are [NH2:1][C:2]1[C:3]([C:17]([NH2:19])=[O:18])=[N:4][C:5]2[C:10]([C:11]=1[C:12]([F:15])([F:14])[F:13])=[CH:9][C:8]([Cl:16])=[CH:7][CH:6]=2.[C:20](CC(=O)C)(=O)[CH3:21]. The catalyst is OS(O)(=O)=O. The product is [Cl:16][C:8]1[CH:7]=[CH:6][C:5]2[N:4]=[C:3]3[C:17](=[O:18])[NH:19][C:20]([CH3:21])=[N:1][C:2]3=[C:11]([C:12]([F:13])([F:15])[F:14])[C:10]=2[CH:9]=1. The yield is 0.550.